From a dataset of Full USPTO retrosynthesis dataset with 1.9M reactions from patents (1976-2016). Predict the reactants needed to synthesize the given product. Given the product [O:1]1[CH2:6][CH2:5][CH:4]([CH2:7][O:8][S:15]([C:12]2[CH:13]=[CH:14][C:9]([CH3:19])=[CH:10][CH:11]=2)(=[O:17])=[O:16])[CH2:3][CH2:2]1.[NH3:20], predict the reactants needed to synthesize it. The reactants are: [O:1]1[CH2:6][CH2:5][CH:4]([CH2:7][OH:8])[CH2:3][CH2:2]1.[C:9]1([CH3:19])[CH:14]=[CH:13][C:12]([S:15](Cl)(=[O:17])=[O:16])=[CH:11][CH:10]=1.[N:20]1C=CC=CC=1.